This data is from Drug-target binding data from BindingDB using Ki measurements. The task is: Regression. Given a target protein amino acid sequence and a drug SMILES string, predict the binding affinity score between them. We predict pKi (pKi = -log10(Ki in M); higher means stronger inhibition). Dataset: bindingdb_ki. (1) The compound is COc1ccc(/C(C)=C/c2ccc(C(=O)O)cc2)cc1C(C)(C)C. The target protein (P13631) has sequence MATNKERLFAAGALGPGSGYPGAGFPFAFPGALRGSPPFEMLSPSFRGLGQPDLPKEMASLSVETQSTSSEEMVPSSPSPPPPPRVYKPCFVCNDKSSGYHYGVSSCEGCKGFFRRSIQKNMVYTCHRDKNCIINKVTRNRCQYCRLQKCFEVGMSKEAVRNDRNKKKKEVKEEGSPDSYELSPQLEELITKVSKAHQETFPSLCQLGKYTTNSSADHRVQLDLGLWDKFSELATKCIIKIVEFAKRLPGFTGLSIADQITLLKAACLDILMLRICTRYTPEQDTMTFSDGLTLNRTQMHNAGFGPLTDLVFAFAGQLLPLEMDDTETGLLSAICLICGDRMDLEEPEKVDKLQEPLLEALRLYARRRRPSQPYMFPRMLMKITDLRGISTKGAERAITLKMEIPGPMPPLIREMLENPEMFEDDSSQPGPHPNASSEDEVPGGQGKGGLKSPA. The pKi is 7.9. (2) The compound is NC(=O)c1csc([C@@H]2O[C@H](CO)[C@@H](O)[C@H]2O)n1. The target protein (P00366) has sequence MYRYLGEALLLSRAGPAALGSASADSAALLGWARGQPAAAPQPGLVPPARRHYSEAAADREDDPNFFKMVEGFFDRGASIVEDKLVEDLKTRETEEQKRNRVRSILRIIKPCNHVLSLSFPIRRDDGSWEVIEGYRAQHSQHRTPCKGGIRYSTDVSVDEVKALASLMTYKCAVVDVPFGGAKAGVKINPKNYTDNELEKITRRFTMELAKKGFIGPGVDVPAPDMSTGEREMSWIADTYASTIGHYDINAHACVTGKPISQGGIHGRISATGRGVFHGIENFINEASYMSILGMTPGFGDKTFVVQGFGNVGLHSMRYLHRFGAKCITVGESDGSIWNPDGIDPKELEDFKLQHGTILGFPKAKIYEGSILEVDCDILIPAASEKQLTKSNAPRVKAKIIAEGANGPTTPEADKIFLERNIMVIPDLYLNAGGVTVSYFEWLNNLNHVSYGRLTFKYERDSNYHLLMSVQESLERKFGKHGGTIPIVPTAEFQDRISGA.... The pKi is 2.0. (3) The drug is [Cl-]. The target protein sequence is MYFLWLISMIAAAMCQEYGYMSEQGVPTPSNWSKVFPLCGGKFQSPINIETKKVKKKSYPDLKISFDNPCGRVTGELLNAGHSPVVNIDSSKGGAKLSGGPLDCDEYALQQFHFHFGCENSRGSEHLIDSQAFPAQLHLVFFNKKYETFQNAVDKPDGLAVLGVLITATCPGNRVLGSFAKKLTKIIEEGASANVTAVDGIKLNYLMPYNNKQGDEDEDDEDIAGDDPDAVEEEEVDAKKKIKYYTYKGSLTTPPCYESVTWIVFKDKIKISNTQLKKFRKLKAQYGGAPGLMCDNIRPVQPLHKRKVYSVLSSRE. The pKi is 3.3. (4) The drug is c1ccc2cc(Cc3nc4ccc(N5CCNCC5)cc4[nH]3)ccc2c1. The target protein (P34969) has sequence MMDVNSSGRPDLYGHLRSFLLPEVGRGLPDLSPDGGADPVAGSWAPHLLSEVTASPAPTWDAPPDNASGCGEQINYGRVEKVVIGSILTLITLLTIAGNCLVVISVCFVKKLRQPSNYLIVSLALADLSVAVAVMPFVSVTDLIGGKWIFGHFFCNVFIAMDVMCCTASIMTLCVISIDRYLGITRPLTYPVRQNGKCMAKMILSVWLLSASITLPPLFGWAQNVNDDKVCLISQDFGYTIYSTAVAFYIPMSVMLFMYYQIYKAARKSAAKHKFPGFPRVEPDSVIALNGIVKLQKEVEECANLSRLLKHERKNISIFKREQKAATTLGIIVGAFTVCWLPFFLLSTARPFICGTSCSCIPLWVERTFLWLGYANSLINPFIYAFFNRDLRTTYRSLLQCQYRNINRKLSAAGMHEALKLAERPERPEFVLRACTRRVLLRPEKRPPVSVWVLQSPDHHNWLADKMLTTVEKKVMIHD. The pKi is 6.3. (5) The compound is O=C(NCCN1CCOCC1)c1cccc(CN2C(=O)N(Cc3cccc(-c4cc[nH]n4)c3)[C@H](Cc3ccccc3)[C@H](O)[C@@H](O)[C@H]2Cc2ccccc2)c1. The target protein sequence is PQVTLWQRPLVTIKIGGQLKEALLDTGADDTVLEEMSLPGRWKPKMIGGIGGFIKVRQYDQILIEICGHKAIGTVLVGPTPVNIIGRNLLTQIGCTLNF. The pKi is 9.8.